From a dataset of Catalyst prediction with 721,799 reactions and 888 catalyst types from USPTO. Predict which catalyst facilitates the given reaction. (1) Reactant: [CH:1]1([CH2:4][OH:5])[CH2:3][CH2:2]1.[CH3:6][S:7](Cl)(=[O:9])=[O:8].CCN(CC)CC.Cl. Product: [S:7]([O:5][CH2:4][CH:1]1[CH2:3][CH2:2]1)(=[O:9])(=[O:8])[CH3:6]. The catalyst class is: 448. (2) The catalyst class is: 3. Product: [CH2:10]([N:4]1[CH:5]=[CH:6][C:7](=[O:8])[N:2]([CH3:1])[C:3]1=[O:9])[CH:11]([CH3:13])[CH3:12]. Reactant: [CH3:1][N:2]1[C:7](=[O:8])[CH:6]=[CH:5][NH:4][C:3]1=[O:9].[CH2:10](I)[CH:11]([CH3:13])[CH3:12].C(=O)([O-])[O-].[Cs+].[Cs+]. (3) Reactant: Br[C:2]1[CH:3]=[CH:4][C:5]2[N:6]([C:8]([C:11]3[CH:18]=[CH:17][C:14]([C:15]#[N:16])=[CH:13][CH:12]=3)=[CH:9][N:10]=2)[CH:7]=1.[CH3:19][NH:20][C:21]1[CH:26]=[C:25](B2OC(C)(C)C(C)(C)O2)[CH:24]=[CH:23][C:22]=1[C:36]([N:38]1[CH2:43][CH2:42][O:41][CH2:40][CH2:39]1)=[O:37].[O-]P([O-])([O-])=O.[K+].[K+].[K+]. Product: [CH3:19][NH:20][C:21]1[CH:26]=[C:25]([C:2]2[CH:3]=[CH:4][C:5]3[N:6]([C:8]([C:11]4[CH:18]=[CH:17][C:14]([C:15]#[N:16])=[CH:13][CH:12]=4)=[CH:9][N:10]=3)[CH:7]=2)[CH:24]=[CH:23][C:22]=1[C:36]([N:38]1[CH2:43][CH2:42][O:41][CH2:40][CH2:39]1)=[O:37]. The catalyst class is: 70. (4) Reactant: [CH2:1]([O:11][C:12](=[O:15])[CH:13]=[CH2:14])[CH2:2][CH2:3][CH2:4]CCCCCC.[C:16]([NH2:20])(=[O:19])[CH:17]=[CH2:18]. Product: [CH2:1]([O:11][C:12](=[O:15])[CH:13]=[CH2:14])[CH2:2][CH2:3][CH3:4].[C:16]([NH2:20])(=[O:19])[CH:17]=[CH2:18]. The catalyst class is: 32. (5) Reactant: [S:1]1CS[C:2]1=[C:5]([C:14]1[CH:19]=[CH:18][CH:17]=[CH:16][CH:15]=1)[C:6]([C:8]1[CH:13]=[CH:12][CH:11]=[CH:10][CH:9]=1)=O.O.[NH2:21][NH2:22]. Product: [C:8]1([C:6]2[C:5]([C:14]3[CH:19]=[CH:18][CH:17]=[CH:16][CH:15]=3)=[C:2]([SH:1])[NH:22][N:21]=2)[CH:13]=[CH:12][CH:11]=[CH:10][CH:9]=1. The catalyst class is: 8. (6) Reactant: C([O:4][C:5]1[CH:10]=[CH:9][C:8]([C:11]([O:13][C@H:14]([CH3:21])[CH2:15][CH:16]([CH2:19][CH3:20])[CH2:17][CH3:18])=[O:12])=[CH:7][CH:6]=1)(=O)C.CN. Product: [OH:4][C:5]1[CH:6]=[CH:7][C:8]([C:11]([O:13][C@H:14]([CH3:21])[CH2:15][CH:16]([CH2:19][CH3:20])[CH2:17][CH3:18])=[O:12])=[CH:9][CH:10]=1. The catalyst class is: 224. (7) Reactant: [I-].[Na+].[C:3]([C:7]1[CH:24]=[CH:23][CH:22]=[CH:21][C:8]=1[O:9][C:10]1[C:15]([N+:16]([O-:18])=[O:17])=[CH:14][CH:13]=[C:12]([O:19]C)[N:11]=1)([CH3:6])([CH3:5])[CH3:4].[Al].Cl[Si](C)(C)C.O. Product: [C:3]([C:7]1[CH:24]=[CH:23][CH:22]=[CH:21][C:8]=1[O:9][C:10]1[N:11]=[C:12]([OH:19])[CH:13]=[CH:14][C:15]=1[N+:16]([O-:18])=[O:17])([CH3:6])([CH3:4])[CH3:5]. The catalyst class is: 852. (8) Reactant: Cl[C:2]([C:15]1[CH:20]=[CH:19][CH:18]=[CH:17][CH:16]=1)([C:9]1[CH:14]=[CH:13][CH:12]=[CH:11][CH:10]=1)[C:3]1[CH:8]=[CH:7][CH:6]=[CH:5][CH:4]=1.[OH:21][CH2:22][C:23]([O:25][CH2:26][CH3:27])=[O:24].Cl. Product: [C:2]([O:21][CH2:22][C:23]([O:25][CH2:26][CH3:27])=[O:24])([C:15]1[CH:20]=[CH:19][CH:18]=[CH:17][CH:16]=1)([C:9]1[CH:14]=[CH:13][CH:12]=[CH:11][CH:10]=1)[C:3]1[CH:8]=[CH:7][CH:6]=[CH:5][CH:4]=1. The catalyst class is: 2. (9) Reactant: [Cl:1][C:2]1[CH:7]=[CH:6][C:5]([CH:8]([C:20]2[CH:25]=[CH:24][C:23]([Cl:26])=[CH:22][CH:21]=2)[C:9]2[CH:10]=[C:11]3[C:16](=[CH:17][CH:18]=2)[N:15]=[CH:14][N:13]=[C:12]3Cl)=[CH:4][CH:3]=1.Cl.[NH2:28][CH:29]1[CH2:34][CH2:33][C:32](=[O:35])[CH2:31][CH2:30]1.CC(O)C. Product: [Cl:1][C:2]1[CH:3]=[CH:4][C:5]([CH:8]([C:20]2[CH:25]=[CH:24][C:23]([Cl:26])=[CH:22][CH:21]=2)[C:9]2[CH:10]=[C:11]3[C:16](=[CH:17][CH:18]=2)[N:15]=[CH:14][N:13]=[C:12]3[NH:28][CH:29]2[CH2:34][CH2:33][C:32](=[O:35])[CH2:31][CH2:30]2)=[CH:6][CH:7]=1. The catalyst class is: 66.